This data is from TCR-epitope binding with 47,182 pairs between 192 epitopes and 23,139 TCRs. The task is: Binary Classification. Given a T-cell receptor sequence (or CDR3 region) and an epitope sequence, predict whether binding occurs between them. (1) The epitope is QARQMVQAMRTIGTHP. The TCR CDR3 sequence is CASSADRLSYEQYF. Result: 0 (the TCR does not bind to the epitope). (2) The epitope is EILDITPCSF. The TCR CDR3 sequence is CATSDLFTTNTGELFF. Result: 1 (the TCR binds to the epitope). (3) The epitope is SQASSRSSSR. The TCR CDR3 sequence is CASSLEPSGMNEQFF. Result: 1 (the TCR binds to the epitope).